This data is from Full USPTO retrosynthesis dataset with 1.9M reactions from patents (1976-2016). The task is: Predict the reactants needed to synthesize the given product. (1) Given the product [F:1][C:2]1[C:7]([O:8][C:18]2[C:4]3=[C:3]([CH3:2])[C:12]([OH:14])=[CH:6][N:5]3[N:15]=[CH:19][N:17]=2)=[CH:6][N:5]=[C:4]2[NH:9][CH:10]=[CH:11][C:3]=12, predict the reactants needed to synthesize it. The reactants are: [F:1][C:2]1[C:7]([OH:8])=[CH:6][N:5]=[C:4]2[NH:9][CH:10]=[CH:11][C:3]=12.[CH:12]([O-:14])=O.[NH4+:15].C[N:17]([CH:19]=O)[CH3:18]. (2) Given the product [O:21]1[C:25]2[CH:26]=[CH:27][CH:28]=[CH:29][C:24]=2[C:23]([NH:30][C:31]([N:33]2[CH2:38][CH2:37][N:36]([C:2]3[S:6][N:5]=[C:4]([C:7]4[CH:12]=[CH:11][CH:10]=[C:9]([F:13])[CH:8]=4)[N:3]=3)[CH2:35][CH2:34]2)=[O:32])=[N:22]1, predict the reactants needed to synthesize it. The reactants are: Cl[C:2]1[S:6][N:5]=[C:4]([C:7]2[CH:12]=[CH:11][CH:10]=[C:9]([F:13])[CH:8]=2)[N:3]=1.FC(F)(F)C(O)=O.[O:21]1[C:25]2[CH:26]=[CH:27][CH:28]=[CH:29][C:24]=2[C:23]([NH:30][C:31]([N:33]2[CH2:38][CH2:37][NH:36][CH2:35][CH2:34]2)=[O:32])=[N:22]1.C(N(CC)CC)C.O. (3) Given the product [CH3:50][C:37]1[CH:38]=[C:39]([O:40][CH2:41][CH:42]2[CH2:46][CH2:45][O:44][CH2:43]2)[CH:47]=[C:48]([CH3:49])[C:36]=1[C:5]1[CH:4]=[CH:3][C:2]([F:1])=[C:10]2[C:6]=1[CH2:7][CH2:8][C@H:9]2[O:11][C:12]1[CH:25]=[CH:24][C:15]2[C@H:16]([CH2:19][C:20]([O:22][CH3:23])=[O:21])[CH2:17][O:18][C:14]=2[CH:13]=1, predict the reactants needed to synthesize it. The reactants are: [F:1][C:2]1[CH:3]=[CH:4][C:5](B2OC(C)(C)C(C)(C)O2)=[C:6]2[C:10]=1[C@H:9]([O:11][C:12]1[CH:25]=[CH:24][C:15]3[C@H:16]([CH2:19][C:20]([O:22][CH3:23])=[O:21])[CH2:17][O:18][C:14]=3[CH:13]=1)[CH2:8][CH2:7]2.Br[C:36]1[C:48]([CH3:49])=[CH:47][C:39]([O:40][CH2:41][CH:42]2[CH2:46][CH2:45][O:44][CH2:43]2)=[CH:38][C:37]=1[CH3:50].[O-]P([O-])([O-])=O.[K+].[K+].[K+]. (4) Given the product [F:28][C:22]1[CH:23]=[C:24]([I:27])[CH:25]=[CH:26][C:21]=1[NH:20][C:15]1[C:14]([N+:29]([O-:31])=[O:30])=[C:13]2[NH:9][CH2:10][CH2:11][N:12]2[C:17](=[O:18])[C:16]=1[CH3:19], predict the reactants needed to synthesize it. The reactants are: Br.C([N:9]1[C:13]2=[C:14]([N+:29]([O-:31])=[O:30])[C:15]([NH:20][C:21]3[CH:26]=[CH:25][C:24]([I:27])=[CH:23][C:22]=3[F:28])=[C:16]([CH3:19])[C:17](=[O:18])[N:12]2[CH2:11][CH2:10]1)C1C=CC=CC=1.C(OC(=O)C)C.C([O-])(O)=O.[Na+]. (5) The reactants are: [CH2:1]([O:4][C:5]1[CH:10]=[CH:9][C:8]([C:11](=[N:17][O:18][CH2:19][CH3:20])[CH2:12][C:13]([O:15]C)=[O:14])=[CH:7][CH:6]=1)[CH:2]=[CH2:3].[OH-].[Li+]. Given the product [CH2:1]([O:4][C:5]1[CH:10]=[CH:9][C:8]([C:11](=[N:17][O:18][CH2:19][CH3:20])[CH2:12][C:13]([OH:15])=[O:14])=[CH:7][CH:6]=1)[CH:2]=[CH2:3], predict the reactants needed to synthesize it. (6) Given the product [Cl:1][C:2]1[CH:3]=[C:4]([F:30])[C:5]([C:24]2[N:25]=[N:26][N:27]([CH3:29])[N:28]=2)=[C:6]([C:8]2[CH:9]=[CH:10][C:11]3[CH:15]([NH:16][C:17]([C:19]4([NH:22][C:37]([C:35]5[CH:36]=[N:31][CH:32]=[N:33][CH:34]=5)=[O:38])[CH2:21][CH2:20]4)=[O:18])[CH2:14][S:13][C:12]=3[CH:23]=2)[CH:7]=1, predict the reactants needed to synthesize it. The reactants are: [Cl:1][C:2]1[CH:3]=[C:4]([F:30])[C:5]([C:24]2[N:25]=[N:26][N:27]([CH3:29])[N:28]=2)=[C:6]([C:8]2[CH:9]=[CH:10][C:11]3[CH:15]([NH:16][C:17]([C:19]4([NH2:22])[CH2:21][CH2:20]4)=[O:18])[CH2:14][S:13][C:12]=3[CH:23]=2)[CH:7]=1.[N:31]1[CH:36]=[C:35]([C:37](O)=[O:38])[CH:34]=[N:33][CH:32]=1.